Dataset: Experimental lipophilicity measurements (octanol/water distribution) for 4,200 compounds from AstraZeneca. Task: Regression/Classification. Given a drug SMILES string, predict its absorption, distribution, metabolism, or excretion properties. Task type varies by dataset: regression for continuous measurements (e.g., permeability, clearance, half-life) or binary classification for categorical outcomes (e.g., BBB penetration, CYP inhibition). For this dataset (lipophilicity_astrazeneca), we predict Y. The drug is CN1CCN(c2cc(F)cc3c(=O)cc(C(=O)Nc4ccc(N5CCOCC5)cc4)[nH]c23)CC1. The Y is 2.70 logD.